From a dataset of NCI-60 drug combinations with 297,098 pairs across 59 cell lines. Regression. Given two drug SMILES strings and cell line genomic features, predict the synergy score measuring deviation from expected non-interaction effect. (1) Drug 1: CC1C(C(CC(O1)OC2CC(CC3=C2C(=C4C(=C3O)C(=O)C5=C(C4=O)C(=CC=C5)OC)O)(C(=O)C)O)N)O.Cl. Drug 2: CN(CC1=CN=C2C(=N1)C(=NC(=N2)N)N)C3=CC=C(C=C3)C(=O)NC(CCC(=O)O)C(=O)O. Cell line: U251. Synergy scores: CSS=46.3, Synergy_ZIP=-6.59, Synergy_Bliss=-5.34, Synergy_Loewe=-20.4, Synergy_HSA=-2.67. (2) Drug 1: CCC1=CC2CC(C3=C(CN(C2)C1)C4=CC=CC=C4N3)(C5=C(C=C6C(=C5)C78CCN9C7C(C=CC9)(C(C(C8N6C)(C(=O)OC)O)OC(=O)C)CC)OC)C(=O)OC. Drug 2: C1CC(C1)(C2=CC=C(C=C2)C3=C(C=C4C(=N3)C=CN5C4=NNC5=O)C6=CC=CC=C6)N. Cell line: SK-OV-3. Synergy scores: CSS=58.5, Synergy_ZIP=1.42, Synergy_Bliss=1.56, Synergy_Loewe=5.00, Synergy_HSA=7.54. (3) Drug 1: CC1C(C(CC(O1)OC2CC(CC3=C2C(=C4C(=C3O)C(=O)C5=C(C4=O)C(=CC=C5)OC)O)(C(=O)CO)O)N)O.Cl. Drug 2: C1=NC2=C(N1)C(=S)N=C(N2)N. Cell line: UO-31. Synergy scores: CSS=30.3, Synergy_ZIP=-0.235, Synergy_Bliss=0.0603, Synergy_Loewe=-5.02, Synergy_HSA=0.431. (4) Drug 1: COC1=NC(=NC2=C1N=CN2C3C(C(C(O3)CO)O)O)N. Drug 2: COC1=C2C(=CC3=C1OC=C3)C=CC(=O)O2. Cell line: SK-OV-3. Synergy scores: CSS=-14.5, Synergy_ZIP=6.73, Synergy_Bliss=4.24, Synergy_Loewe=-13.7, Synergy_HSA=-12.7.